From a dataset of Full USPTO retrosynthesis dataset with 1.9M reactions from patents (1976-2016). Predict the reactants needed to synthesize the given product. (1) Given the product [CH3:13][C@@H:14]1[NH:1][CH2:2][CH2:3][C:4]2[C:11]1=[CH:10][C:8]([OH:9])=[C:6]([OH:7])[CH:5]=2, predict the reactants needed to synthesize it. The reactants are: [NH2:1][CH2:2][CH2:3][C:4]1[CH:11]=[CH:10][C:8]([OH:9])=[C:6]([OH:7])[CH:5]=1.Cl.[CH:13](=O)[CH3:14]. (2) The reactants are: [F:1][C:2]1[CH:7]=[CH:6][C:5]([N:8]2[C:11](=[O:12])[C@H:10]([S:13][CH2:14][C:15]([C:17]3[CH:22]=[CH:21][C:20]([F:23])=[CH:19][CH:18]=3)=[O:16])[C@H:9]2[C:24]2[CH:45]=[CH:44][C:27]([O:28][CH2:29][C:30]([NH:32][CH2:33][C:34]([NH:36][C@H:37]([C:41]([OH:43])=[O:42])[C@@H:38]([CH3:40])[OH:39])=[O:35])=[O:31])=[CH:26][CH:25]=2)=[CH:4][CH:3]=1.[BH4-].[Na+]. Given the product [F:1][C:2]1[CH:7]=[CH:6][C:5]([N:8]2[C:11](=[O:12])[C@H:10]([S:13][CH2:14][CH:15]([C:17]3[CH:18]=[CH:19][C:20]([F:23])=[CH:21][CH:22]=3)[OH:16])[C@H:9]2[C:24]2[CH:45]=[CH:44][C:27]([O:28][CH2:29][C:30]([NH:32][CH2:33][C:34]([NH:36][C@H:37]([C:41]([OH:43])=[O:42])[C@@H:38]([CH3:40])[OH:39])=[O:35])=[O:31])=[CH:26][CH:25]=2)=[CH:4][CH:3]=1, predict the reactants needed to synthesize it. (3) The reactants are: [CH:1]([C:4]1[S:5][C:6]([C:9]2[CH:14]=[CH:13][CH:12]=[C:11]([N+:15]([O-])=O)[CH:10]=2)=[N:7][N:8]=1)([CH3:3])[CH3:2].[Cl-].[NH4+]. Given the product [CH:1]([C:4]1[S:5][C:6]([C:9]2[CH:10]=[C:11]([CH:12]=[CH:13][CH:14]=2)[NH2:15])=[N:7][N:8]=1)([CH3:3])[CH3:2], predict the reactants needed to synthesize it. (4) Given the product [CH:27]([C:30]1[CH:35]=[CH:34][CH:33]=[C:32]([CH:36]([CH3:37])[CH3:38])[C:31]=1[NH:39][C:40](=[O:41])[N:15]([CH2:16][C:17]1[CH:26]=[CH:25][C:20]([C:21]([O:23][CH3:24])=[O:22])=[CH:19][CH:18]=1)[C:12]1[CH:13]=[CH:14][C:9]([CH2:1][CH2:2][CH2:3][CH2:4][CH2:5][CH2:6][CH2:7][CH3:8])=[CH:10][CH:11]=1)([CH3:28])[CH3:29], predict the reactants needed to synthesize it. The reactants are: [CH2:1]([C:9]1[CH:14]=[CH:13][C:12]([NH:15][CH2:16][C:17]2[CH:26]=[CH:25][C:20]([C:21]([O:23][CH3:24])=[O:22])=[CH:19][CH:18]=2)=[CH:11][CH:10]=1)[CH2:2][CH2:3][CH2:4][CH2:5][CH2:6][CH2:7][CH3:8].[CH:27]([C:30]1[CH:35]=[CH:34][CH:33]=[C:32]([CH:36]([CH3:38])[CH3:37])[C:31]=1[N:39]=[C:40]=[O:41])([CH3:29])[CH3:28]. (5) The reactants are: [Br:1][C:2]1[C:3]([NH2:9])=[N:4][C:5](Cl)=[N:6][CH:7]=1.[Cl:10][C:11]1[CH:16]=[C:15]([Cl:17])[CH:14]=[CH:13][C:12]=1[CH2:18][NH:19][C:20]([CH:22]1[CH2:27][CH2:26][NH:25][CH2:24][CH2:23]1)=[O:21].[OH-].[Na+]. Given the product [NH2:9][C:3]1[C:2]([Br:1])=[CH:7][N:6]=[C:5]([N:25]2[CH2:26][CH2:27][CH:22]([C:20]([NH:19][CH2:18][C:12]3[CH:13]=[CH:14][C:15]([Cl:17])=[CH:16][C:11]=3[Cl:10])=[O:21])[CH2:23][CH2:24]2)[N:4]=1, predict the reactants needed to synthesize it.